This data is from Experimentally validated miRNA-target interactions with 360,000+ pairs, plus equal number of negative samples. The task is: Binary Classification. Given a miRNA mature sequence and a target amino acid sequence, predict their likelihood of interaction. (1) The miRNA is hsa-miR-185-5p with sequence UGGAGAGAAAGGCAGUUCCUGA. The protein sequence of the target gene is MGAARGSPARPRRLPLLSVLLLPLLGGTQTAIVFIKQPSSQDALQGRRALLRCEVEAPGPVHVYWLLDGAPVQDTERRFAQGSSLSFAAVDRLQDSGTFQCVARDDVTGEEARSANASFNIKWIEAGPVVLKHPASEAEIQPQTQVTLRCHIDGHPRPTYQWFRDGTPLSDGQSNHTVSSKERNLTLRPAGPEHSGLYSCCAHSAFGQACSSQNFTLSIADESFARVVLAPQDVVVARYEEAMFHCQFSAQPPPSLQWLFEDETPITNRSRPPHLRRATVFANGSLLLTQVRPRNAGIYR.... Result: 1 (interaction). (2) The miRNA is mmu-miR-1b-3p with sequence UGGGUACAUAAAGAAGUAUGUGC. The protein sequence of the target gene is MMEGNGTENSCSRTRGWLQQDNDAKPWLWKFSNCFSRPEQTLPHSPQTKEYMENKKVAVELKDVPSPLHAGSKLFPAVPLPDIRSLQQPKIQLSSVPKVSCCAHCPNEPSTSPMRFGGGGGGSGGTSSLIHPGALLDSQSTRTITCQVGSGFAFQSASSLQNASARNNLAGIASDFPSMCLESNLSSCKHLPCCGKLHFQSCHGNVHKLHQFPSLQGCTSAGYFPCSDFTSGAPGHLEEHISQSELTPHLCTNSLHLNVVPPVCLKGSLYCEDCLNKPARNSIIDAAKVWPNIPPPNTQP.... Result: 0 (no interaction). (3) The miRNA is hsa-miR-125b-2-3p with sequence UCACAAGUCAGGCUCUUGGGAC. The protein sequence of the target gene is MLPLLLLPLLWGGSLQEKPVYELQVQKSVTVQEGLCVLVPCSFSYPWRSWYSSPPLYVYWFRDGEIPYYAEVVATNNPDRRVKPETQGRFRLLGDVQKKNCSLSIGDARMEDTGSYFFRVERGRDVKYSYQQNKLNLEVTALIEKPDIHFLEPLESGRPTRLSCSLPGSCEAGPPLTFSWTGNALSPLDPETTRSSELTLTPRPEDHGTNLTCQVKRQGAQVTTERTVQLNVSYAPQNLAISIFFRNGTGTALRILSNGMSVPIQEGQSLFLACTVDSNPPASLSWFREGKALNPSQTSM.... Result: 1 (interaction). (4) The miRNA is cel-miR-1-3p with sequence UGGAAUGUAAAGAAGUAUGUA. The protein sequence of the target gene is MVPALRYLVGACGRARGLFAGGSPGACGFASGRPRPLCGGSRSASTSSFDIVIVGGGIVGLASARALILRHPSLSIGVLEKEKDLAVHQTGHNSGVIHSGIYYKPESLKAKLCVQGAALLYEYCQQKGISYKQCGKLIVAVEQEEIPRLQALYEKGLQNGVPGLRLIQQEDIKKKEPYCRGLMAIDCPHTGIVDYRQVALSFAQDFQEAGGSVLTNFEVKGIEMAKESPSRSIDGMQYPIVIKNTKGEEIRCQYVVTCAGLYSDRISELSGCTPDPRIVPFRGDYLLLKPEKCYLVKGNI.... Result: 0 (no interaction). (5) The miRNA is hsa-miR-5196-3p with sequence UCAUCCUCGUCUCCCUCCCAG. The protein sequence of the target gene is MRDNEKAWWQQWTSHTGLEGWGGTQEDRMGFGGAVAALRGRPSPLQSTIHESYGRPEEQVLINRQEITNKADAWDMQEFITHMYIKQLLRHPAFQLLLALLLVINAITIALRTNSYLDQKHYELFSTIDDIVLTILLCEVLLGWLNGFWIFWKDGWNILNFIIVFILLLRFFINEINIPSINYTLRALRLVHVCMAVEPLARIIRVILQSVPDMANIMVLILFFMLVFSVFGVTLFGAFVPKHFQNIQVALYTLFICITQDGWVDIYSDFQTEKREYAMEIGGAIYFTIFITIGAFIGIN.... Result: 1 (interaction). (6) The miRNA is hsa-miR-26b-5p with sequence UUCAAGUAAUUCAGGAUAGGU. The protein sequence of the target gene is MSQAVQTNGTQPLSKTWELSLYELQRTPQEAITDGLEIVVSPRSLHSELMCPICLDMLKNTMTTKECLHRFCADCIITALRSGNKECPTCRKKLVSKRSLRPDPNFDALISKIYPSRDEYEAHQERVLARINKHNNQQALSHSIEEGLKIQAMNRLQRGKKQQIENGSGAEDNGDSSHCSNASTHSNQEAGPSNKRTKTSDDSGLELDNNNAAMAIDPVMDGASEIELVFRPHPTLMEKDDSAQTRYIKTSGNATVDHLSKYLAVRLALEELRSKGESNQMNLDTASEKQYTIYIATASG.... Result: 1 (interaction).